This data is from Full USPTO retrosynthesis dataset with 1.9M reactions from patents (1976-2016). The task is: Predict the reactants needed to synthesize the given product. (1) Given the product [Cl:8][C:4]1[CH:5]=[CH:6][CH:7]=[C:2]([Cl:1])[C:3]=1[CH2:9][S:10]([C:13]1[CH:14]=[C:15]2[C:19](=[CH:20][CH:21]=1)[NH:18][C:17](=[O:22])/[C:16]/2=[CH:23]\[C:25]1[NH:29][C:28]([CH3:30])=[C:27]([CH2:31][C:32]([NH:34][CH2:35][CH:36]2[CH2:37][CH2:38][N:39]([CH3:42])[CH2:40][CH2:41]2)=[O:33])[C:26]=1[CH3:43])(=[O:12])=[O:11], predict the reactants needed to synthesize it. The reactants are: [Cl:1][C:2]1[CH:7]=[CH:6][CH:5]=[C:4]([Cl:8])[C:3]=1[CH2:9][S:10]([C:13]1[CH:14]=[C:15]2[C:19](=[CH:20][CH:21]=1)[NH:18][C:17](=[O:22])[CH2:16]2)(=[O:12])=[O:11].[CH:23]([C:25]1[NH:29][C:28]([CH3:30])=[C:27]([CH2:31][C:32]([NH:34][CH2:35][CH:36]2[CH2:41][CH2:40][N:39]([CH3:42])[CH2:38][CH2:37]2)=[O:33])[C:26]=1[CH3:43])=O.N1CCCCC1. (2) Given the product [Cl:3][C:4]1[C:5]([CH2:10][NH:11][C:59]([CH:56]2[CH2:57][CH2:58][N:53]([C:51]([O:50][CH2:43][C:44]3[CH:45]=[CH:46][CH:47]=[CH:48][CH:49]=3)=[O:52])[CH2:54][CH2:55]2)=[O:60])=[N:6][CH:7]=[CH:8][N:9]=1, predict the reactants needed to synthesize it. The reactants are: Cl.Cl.[Cl:3][C:4]1[C:5]([CH2:10][NH2:11])=[N:6][CH:7]=[CH:8][N:9]=1.C(N(CC)C(C)C)(C)C.Cl.CN(C)CCCN=C=NCC.ON1C2C=CC=CC=2N=N1.[CH2:43]([O:50][C:51]([N:53]1[CH2:58][CH2:57][CH:56]([C:59](O)=[O:60])[CH2:55][CH2:54]1)=[O:52])[C:44]1[CH:49]=[CH:48][CH:47]=[CH:46][CH:45]=1. (3) Given the product [CH2:1]([O:8][CH2:9][O:10][C@H:11]1[CH2:15][N:14]([C:16]([C@H:18]2[CH2:19][CH2:20][C@H:21]([C:24]([F:25])([F:26])[F:27])[CH2:22][CH2:23]2)=[O:17])[C@@H:13]([CH2:28][O:29][C:30]2[C:31]([C:36]([NH:44][C:40]3[O:39][CH:43]=[CH:42][N:41]=3)=[O:38])=[N:32][CH:33]=[CH:34][CH:35]=2)[CH2:12]1)[C:2]1[CH:3]=[CH:4][CH:5]=[CH:6][CH:7]=1, predict the reactants needed to synthesize it. The reactants are: [CH2:1]([O:8][CH2:9][O:10][C@H:11]1[CH2:15][N:14]([C:16]([C@H:18]2[CH2:23][CH2:22][C@H:21]([C:24]([F:27])([F:26])[F:25])[CH2:20][CH2:19]2)=[O:17])[C@@H:13]([CH2:28][O:29][C:30]2[C:31]([C:36]([OH:38])=O)=[N:32][CH:33]=[CH:34][CH:35]=2)[CH2:12]1)[C:2]1[CH:7]=[CH:6][CH:5]=[CH:4][CH:3]=1.[O:39]1[CH:43]=[CH:42][N:41]=[C:40]1[NH2:44].Cl.Cl.N1CCC[C@@H]1COC1C(C(N)=O)=NC=CC=1.